Dataset: Full USPTO retrosynthesis dataset with 1.9M reactions from patents (1976-2016). Task: Predict the reactants needed to synthesize the given product. Given the product [CH:1](=[SH:8][CH2:9][CH:10]([NH:11][C:16]1[CH:21]=[CH:20][CH:19]=[CH:18][C:17]=1[N+:22]([O-:24])=[O:23])[C:12]([OH:14])=[O:13])[C:2]1[CH:7]=[CH:6][CH:5]=[CH:4][CH:3]=1, predict the reactants needed to synthesize it. The reactants are: [CH2:1]([S:8][CH2:9][C@@H:10]([C:12]([OH:14])=[O:13])[NH2:11])[C:2]1[CH:7]=[CH:6][CH:5]=[CH:4][CH:3]=1.F[C:16]1[CH:21]=[CH:20][CH:19]=[CH:18][C:17]=1[N+:22]([O-:24])=[O:23].C(=O)([O-])[O-].[K+].[K+].CN(C)C=O.